Dataset: Full USPTO retrosynthesis dataset with 1.9M reactions from patents (1976-2016). Task: Predict the reactants needed to synthesize the given product. (1) Given the product [CH2:2]([O:3][C:4]([C:6]1[NH:15][C:9]2=[N:10][CH:11]=[C:12]([CH3:23])[CH:13]=[C:8]2[CH:7]=1)=[O:5])[CH3:1], predict the reactants needed to synthesize it. The reactants are: [CH3:1][CH2:2][O:3][C:4]([C:6]1[N:15](C(OC(C)(C)C)=O)[C:9]2=[N:10][CH:11]=[C:12](O)[CH:13]=[C:8]2[CH:7]=1)=[O:5].[CH2:23](N(CC)CC)C.FC(F)(F)S(O)(=O)=O.C(=O)(O)[O-].[Na+].C[Al](C)C. (2) Given the product [F:37][C:38]([F:43])([F:42])[C:39]([OH:41])=[O:40].[F:1][C:2]1[CH:10]=[C:9]2[C:5]([C:6]([C:12]3[N:17]=[C:16]4[C:18]([C:21]([NH:23][CH2:24][C:25]5([OH:36])[CH2:28][NH:27][CH2:26]5)=[O:22])=[CH:19][NH:20][C:15]4=[N:14][CH:13]=3)=[N:7][N:8]2[CH3:11])=[CH:4][CH:3]=1, predict the reactants needed to synthesize it. The reactants are: [F:1][C:2]1[CH:10]=[C:9]2[C:5]([C:6]([C:12]3[N:17]=[C:16]4[C:18]([C:21]([NH:23][CH2:24][C:25]5([OH:36])[CH2:28][N:27](C(OC(C)(C)C)=O)[CH2:26]5)=[O:22])=[CH:19][NH:20][C:15]4=[N:14][CH:13]=3)=[N:7][N:8]2[CH3:11])=[CH:4][CH:3]=1.[F:37][C:38]([F:43])([F:42])[C:39]([OH:41])=[O:40]. (3) Given the product [NH2:1][C:4]1[CH:9]=[CH:8][C:7]([N:10]2[CH2:11][CH2:12][CH:13]([C:16]([O:18][CH3:19])=[O:17])[CH2:14][CH2:15]2)=[CH:6][CH:5]=1, predict the reactants needed to synthesize it. The reactants are: [N+:1]([C:4]1[CH:9]=[CH:8][C:7]([N:10]2[CH2:15][CH2:14][CH:13]([C:16]([O:18][CH3:19])=[O:17])[CH2:12][CH2:11]2)=[CH:6][CH:5]=1)([O-])=O.Cl.C(=O)([O-])[O-].[Na+].[Na+]. (4) Given the product [O:8]1[CH2:13][CH2:12][CH2:11][CH2:10][CH:9]1[O:14][CH:15]1[CH2:17][CH:16]1[NH:18][C:19](=[O:20])[O:21][C:22]([CH3:25])([CH3:24])[CH3:23], predict the reactants needed to synthesize it. The reactants are: C(N(CC)CC)C.[O:8]1[CH2:13][CH2:12][CH2:11][CH2:10][CH:9]1[O:14][CH:15]1[CH2:17][CH:16]1[NH2:18].[C:19](O[C:19]([O:21][C:22]([CH3:25])([CH3:24])[CH3:23])=[O:20])([O:21][C:22]([CH3:25])([CH3:24])[CH3:23])=[O:20].C(=O)([O-])[O-].[Na+].[Na+]. (5) Given the product [S:1]([C:6]1[CH:7]=[C:8]([C:10]2[C:11]([C:15]([F:16])([F:17])[F:18])=[N:12][NH:13][CH:14]=2)[CH:9]=[CH:2][C:3]=1[C:4]#[N:5])[C:2]1[CH:9]=[C:8]([C:10]2[C:11]([C:15]([F:16])([F:18])[F:17])=[N:12][NH:13][CH:14]=2)[CH:7]=[CH:6][C:3]=1[C:4]#[N:5], predict the reactants needed to synthesize it. The reactants are: [SH:1][C:2]1[CH:9]=[C:8]([C:10]2[C:11]([C:15]([F:18])([F:17])[F:16])=[N:12][NH:13][CH:14]=2)[CH:7]=[CH:6][C:3]=1[C:4]#[N:5].O. (6) Given the product [F:15][C:11]1[CH:10]=[C:9]2[C:14](=[CH:13][CH:12]=1)[N:6]([CH2:5][C:4]([OH:33])=[O:3])[C:7]([CH3:32])=[C:8]2[CH2:16][C:17]1[CH:22]=[CH:21][CH:20]=[C:19]([S:23]([N:26]2[CH2:27][CH2:28][CH2:29][CH2:30][CH2:31]2)(=[O:24])=[O:25])[CH:18]=1, predict the reactants needed to synthesize it. The reactants are: C([O:3][C:4](=[O:33])[CH2:5][N:6]1[C:14]2[C:9](=[CH:10][C:11]([F:15])=[CH:12][CH:13]=2)[C:8]([CH2:16][C:17]2[CH:22]=[CH:21][CH:20]=[C:19]([S:23]([N:26]3[CH2:31][CH2:30][CH2:29][CH2:28][CH2:27]3)(=[O:25])=[O:24])[CH:18]=2)=[C:7]1[CH3:32])C.C1(S(C2C=CC=CC=2CC2C3C(=CC=C(F)C=3)N(CC(O)=O)C=2C)(=O)=O)CCCCC1.